Dataset: Experimentally validated miRNA-target interactions with 360,000+ pairs, plus equal number of negative samples. Task: Binary Classification. Given a miRNA mature sequence and a target amino acid sequence, predict their likelihood of interaction. (1) The miRNA is hsa-miR-548aj-3p with sequence UAAAAACUGCAAUUACUUUUA. The protein sequence of the target gene is MARAKLPRSPSEGKAGPGDTPAGAAAPEEPHGLSPLLPARGGGSVGSDVGQRVQVEFYVNENTFKERLKLFFIKNQRSSLRIRLFNFSLKLLTCLLYIVRVLLDNPDQGIGCWGCTKYNYTFNGSSSEFHWAPILWVERKMALWVIQVIVATISFLETMLIIYLSYKGNIWEQIFHVSFVLEMINTLPFIITVFWPPLRNLFIPVFLNCWLAKHALENMINDFHRAILRTQSAMFNQVLILFCTLLCLVFTGTCGIQHLERAGGNLNLLTSFYFCIVTFSTVGFGDVTPKIWPSQLLVVI.... Result: 0 (no interaction). (2) The miRNA is mmu-miR-7b-5p with sequence UGGAAGACUUGUGAUUUUGUUGUU. The protein sequence of the target gene is MITLITEQLQKQTLDELKCTRFSVSLPLPDHADIPNCGDPFQLVSEGASWRGLPHCSCAEFQDSLNFSYHPSGLSLHLRPPSRGNSPKEPPLSQVLSPEPPDPEKLPVPPAPPSKRHCRSLSVPVDLSRWQPVWRPAPSKLWTPIKHRGNAGGGGPQVPQQSPPKRVSSLRFLQAPSASSQCAPAHRPYSPPFFSLALAQDSAQPCATSPQSGSWESDAESLSPCPPQRRFSLSPSLGPQASRFLPSARSSPASSPELPWRPRGLRNLPRSRSQPCDLDARKTGVKRRHEEDCRRLRPSL.... Result: 1 (interaction).